This data is from Catalyst prediction with 721,799 reactions and 888 catalyst types from USPTO. The task is: Predict which catalyst facilitates the given reaction. (1) The catalyst class is: 9. Reactant: [OH:1][CH2:2][C:3]1[N:4]=[C:5]([N:8]2[CH2:11][CH:10]([OH:12])[CH2:9]2)[S:6][CH:7]=1.[Si:13](Cl)([C:16]([CH3:19])([CH3:18])[CH3:17])([CH3:15])[CH3:14].N1C=CN=C1.CO. Product: [Si:13]([O:1][CH2:2][C:3]1[N:4]=[C:5]([N:8]2[CH2:11][CH:10]([OH:12])[CH2:9]2)[S:6][CH:7]=1)([C:16]([CH3:19])([CH3:18])[CH3:17])([CH3:15])[CH3:14]. (2) Reactant: [Br:1][C:2]1[CH:3]=[C:4]2[C:8](=[CH:9][CH:10]=1)[C:7](=[O:11])[NH:6][CH2:5]2.[H-].[Na+].Br[CH2:15][C:16]([O:18][C:19]([CH3:22])([CH3:21])[CH3:20])=[O:17].C([O-])(O)=O.[Na+]. Product: [Br:1][C:2]1[CH:3]=[C:4]2[C:8](=[CH:9][CH:10]=1)[C:7](=[O:11])[N:6]([CH2:15][C:16]([O:18][C:19]([CH3:22])([CH3:21])[CH3:20])=[O:17])[CH2:5]2. The catalyst class is: 3. (3) Reactant: [I:1][C:2]1[CH:10]=[CH:9][CH:8]=[C:4]([C:5]([OH:7])=O)[C:3]=1[C:11]([NH:13][C:14]([CH3:19])([CH3:18])[CH2:15][S:16][CH3:17])=[O:12].[CH3:20][C:21]1[CH:27]=[C:26]([CH:28]([N:30]2[CH:34]=[CH:33][C:32]([C:35]([F:38])([F:37])[F:36])=[N:31]2)[CH3:29])[CH:25]=[CH:24][C:22]=1[NH2:23].O.C1(C)C=CC(S(O)(=O)=O)=CC=1. Product: [CH3:18][C:14]([NH:13][C:11](=[O:12])[C:3]1[C:4](=[CH:8][CH:9]=[CH:10][C:2]=1[I:1])[C:5]([NH:23][C:22]1[CH:24]=[CH:25][C:26]([CH:28]([N:30]2[CH:34]=[CH:33][C:32]([C:35]([F:38])([F:37])[F:36])=[N:31]2)[CH3:29])=[CH:27][C:21]=1[CH3:20])=[O:7])([CH3:19])[CH2:15][S:16][CH3:17]. The catalyst class is: 4. (4) Reactant: C[O-].[Na+].[CH2:4]([N:6]1[C:11](=[O:12])[C:10]2=[N:13][O:14][C:15]([CH3:16])=[C:9]2[C:8]([C:17]2[CH:22]=[CH:21][CH:20]=[CH:19][CH:18]=2)=[N:7]1)[CH3:5].[CH:23](=O)[C:24]1[CH:29]=[CH:28][CH:27]=[CH:26][CH:25]=1. Product: [CH2:4]([N:6]1[C:11](=[O:12])[C:10]2=[N:13][O:14][C:15]([CH:16]=[CH:23][C:24]3[CH:29]=[CH:28][CH:27]=[CH:26][CH:25]=3)=[C:9]2[C:8]([C:17]2[CH:22]=[CH:21][CH:20]=[CH:19][CH:18]=2)=[N:7]1)[CH3:5]. The catalyst class is: 5. (5) Reactant: [N:1]([C:4]1[CH:9]=[C:8]([NH2:10])[CH:7]=[CH:6][N:5]=1)=[N+:2]=[N-:3].[H-].[Na+].[Cl:13][C:14]1[CH:22]=[C:21]([Cl:23])[CH:20]=[C:19]([Cl:24])[C:15]=1[C:16](Cl)=[O:17]. Product: [N:1]([C:4]1[CH:9]=[C:8]([NH:10][C:16](=[O:17])[C:15]2[C:19]([Cl:24])=[CH:20][C:21]([Cl:23])=[CH:22][C:14]=2[Cl:13])[CH:7]=[CH:6][N:5]=1)=[N+:2]=[N-:3]. The catalyst class is: 18. (6) Reactant: Cl[C:2]([O:4][CH3:5])=[O:3].[NH2:6][CH:7]([CH3:14])[CH2:8][C:9]([O:11]CC)=[O:10].C(N(CC)CC)C.O.[OH-].[Li+].Cl. Product: [CH3:5][O:4][C:2]([NH:6][CH:7]([CH3:14])[CH2:8][C:9]([OH:11])=[O:10])=[O:3]. The catalyst class is: 30.